Task: Predict the reactants needed to synthesize the given product.. Dataset: Full USPTO retrosynthesis dataset with 1.9M reactions from patents (1976-2016) (1) Given the product [N:21]12[CH2:26][CH2:25][CH:24]([CH2:23][CH2:22]1)[N:18]([C:15]1[CH:14]=[C:3]3[C:2](=[CH:17][CH:16]=1)[N:1]=[C:31]([C:30]1[CH:33]=[C:34]([F:36])[CH:35]=[C:28]([Cl:27])[CH:29]=1)[N:6]([CH2:7][C:8]([NH:10][CH:11]([CH3:13])[CH3:12])=[O:9])[C:4]3=[O:5])[CH2:19][CH2:20]2, predict the reactants needed to synthesize it. The reactants are: [NH2:1][C:2]1[CH:17]=[CH:16][C:15]([N:18]2[CH:24]3[CH2:25][CH2:26][N:21]([CH2:22][CH2:23]3)[CH2:20][CH2:19]2)=[CH:14][C:3]=1[C:4]([NH:6][CH2:7][C:8]([NH:10][CH:11]([CH3:13])[CH3:12])=[O:9])=[O:5].[Cl:27][C:28]1[CH:29]=[C:30]([CH:33]=[C:34]([F:36])[CH:35]=1)[CH:31]=O. (2) Given the product [CH3:1][S:2]([CH:5]([S:19]([CH3:18])(=[O:21])=[O:20])[S:6]([O:9][C:10]1[CH:15]=[CH:14][CH:13]=[CH:12][CH:11]=1)(=[O:7])=[O:8])(=[O:3])=[O:4], predict the reactants needed to synthesize it. The reactants are: [CH3:1][S:2]([CH2:5][S:6]([O:9][C:10]1[CH:15]=[CH:14][CH:13]=[CH:12][CH:11]=1)(=[O:8])=[O:7])(=[O:4])=[O:3].[OH-].[Na+].[CH3:18][S:19](Cl)(=[O:21])=[O:20]. (3) Given the product [CH3:18][C:14]1([CH3:19])[CH2:13][CH:12]([CH:7]2[CH2:6][C:5](=[O:20])[C:4]3[C:9](=[CH:10][CH:11]=[C:2]([C:27]4[CH:28]=[C:23]([CH:24]=[CH:25][CH:26]=4)[C:21]#[N:22])[CH:3]=3)[O:8]2)[CH2:17][CH2:16][O:15]1, predict the reactants needed to synthesize it. The reactants are: Br[C:2]1[CH:3]=[C:4]2[C:9](=[CH:10][CH:11]=1)[O:8][CH:7]([CH:12]1[CH2:17][CH2:16][O:15][C:14]([CH3:19])([CH3:18])[CH2:13]1)[CH2:6][C:5]2=[O:20].[C:21]([C:23]1[CH:24]=[C:25](B(O)O)[CH:26]=[CH:27][CH:28]=1)#[N:22].C([O-])([O-])=O.[Cs+].[Cs+]. (4) Given the product [Cl:1][C:2]1[CH:3]=[CH:4][C:5]([C@H:8]2[C@H:9]([CH2:20][OH:21])[CH2:10][N:11]([C:13]([O:15][C:16]([CH3:19])([CH3:18])[CH3:17])=[O:14])[CH2:12]2)=[CH:6][CH:7]=1, predict the reactants needed to synthesize it. The reactants are: [Cl:1][C:2]1[CH:7]=[CH:6][C:5]([C@@H:8]2[CH2:12][N:11]([C:13]([O:15][C:16]([CH3:19])([CH3:18])[CH3:17])=[O:14])[CH2:10][C@H:9]2[C:20](OC)=[O:21])=[CH:4][CH:3]=1.[BH4-].[Li+].CO.[Cl-].[NH4+]. (5) Given the product [NH:1]([C:10]([O:12][C:13]([CH3:16])([CH3:15])[CH3:14])=[O:11])[C@H:2]([C:7]([NH:60][C@H:61]([C:69]([O:71][CH3:72])=[O:70])[CH2:62][C:63]1[CH:68]=[CH:67][CH:66]=[CH:65][CH:64]=1)=[O:9])[CH2:3][CH:4]([CH3:5])[CH3:6], predict the reactants needed to synthesize it. The reactants are: [NH:1]([C:10]([O:12][C:13]([CH3:16])([CH3:15])[CH3:14])=[O:11])[C@H:2]([C:7]([OH:9])=O)[CH2:3][CH:4]([CH3:6])[CH3:5].CCN(C(C)C)C(C)C.CN(C(ON1N=NC2C=CC=CC1=2)=[N+](C)C)C.F[P-](F)(F)(F)(F)F.C1C=CC2N(O)N=NC=2C=1.[NH2:60][C@H:61]([C:69]([O:71][CH3:72])=[O:70])[CH2:62][C:63]1[CH:68]=[CH:67][CH:66]=[CH:65][CH:64]=1. (6) Given the product [NH:37]1[CH:41]=[CH:40][CH:39]=[C:38]1[CH2:42][N:27]1[CH2:28][CH2:29][CH:24]([N:21]2[C:19]3[N:20]=[C:15]([C:12]4[CH:11]=[CH:10][C:9]([NH:8][C:6]([NH:5][CH2:4][CH2:3][N:2]([CH3:36])[CH3:1])=[O:7])=[CH:14][CH:13]=4)[N:16]=[C:17]([N:30]4[CH2:35][CH2:34][O:33][CH2:32][CH2:31]4)[C:18]=3[N:23]=[N:22]2)[CH2:25][CH2:26]1, predict the reactants needed to synthesize it. The reactants are: [CH3:1][N:2]([CH3:36])[CH2:3][CH2:4][NH:5][C:6]([NH:8][C:9]1[CH:14]=[CH:13][C:12]([C:15]2[N:16]=[C:17]([N:30]3[CH2:35][CH2:34][O:33][CH2:32][CH2:31]3)[C:18]3[N:23]=[N:22][N:21]([CH:24]4[CH2:29][CH2:28][NH:27][CH2:26][CH2:25]4)[C:19]=3[N:20]=2)=[CH:11][CH:10]=1)=[O:7].[NH:37]1[CH:41]=[CH:40][CH:39]=[C:38]1[CH:42]=O.[BH-](OC(C)=O)(OC(C)=O)OC(C)=O.[Na+].CC(O)=O.